Dataset: Forward reaction prediction with 1.9M reactions from USPTO patents (1976-2016). Task: Predict the product of the given reaction. (1) Given the reactants [Cl:1][C:2]1[CH:7]=[CH:6][C:5]([C:8]2[CH:13]=[CH:12][C:11]([CH3:14])=[C:10]([CH2:15][C:16]([NH:18][C:19]3([C:27]([O:29]C)=O)[CH2:24][CH2:23][C:22]([F:26])([F:25])[CH2:21][CH2:20]3)=[O:17])[C:9]=2[CH3:31])=[CH:4][CH:3]=1.CN(C)C(=O)C.CC(C)([O-])C.[K+].Cl, predict the reaction product. The product is: [Cl:1][C:2]1[CH:7]=[CH:6][C:5]([C:8]2[CH:13]=[CH:12][C:11]([CH3:14])=[C:10]([C:15]3[C:16](=[O:17])[NH:18][C:19]4([CH2:20][CH2:21][C:22]([F:26])([F:25])[CH2:23][CH2:24]4)[C:27]=3[OH:29])[C:9]=2[CH3:31])=[CH:4][CH:3]=1. (2) Given the reactants [CH3:1][O:2][C:3]1[C:4]([CH3:10])=[C:5]([SH:9])[CH:6]=[CH:7][CH:8]=1.CN(C=O)C.Cl[CH2:17][C:18](=[O:24])[CH2:19][C:20]([O:22][CH3:23])=[O:21].C([O-])([O-])=O.[K+].[K+], predict the reaction product. The product is: [CH3:1][O:2][C:3]1[C:4]([CH3:10])=[C:5]([S:9][CH2:17][C:18](=[O:24])[CH2:19][C:20]([O:22][CH3:23])=[O:21])[CH:6]=[CH:7][CH:8]=1. (3) Given the reactants [CH2:1]([CH2:3][NH2:4])[OH:2].C1COCC1.C(=O)(O)[O-].[Na+].[C:15](O[C:15]([O:17][C:18]([CH3:21])([CH3:20])[CH3:19])=[O:16])([O:17][C:18]([CH3:21])([CH3:20])[CH3:19])=[O:16], predict the reaction product. The product is: [C:18]([O:17][C:15]([NH:4][CH2:3][CH2:1][OH:2])=[O:16])([CH3:21])([CH3:20])[CH3:19]. (4) Given the reactants [C:1]1([CH3:11])[CH:6]=CC(S(O)(=O)=O)=CC=1.[OH:12][CH2:13][C:14]([CH2:16][OH:17])=[O:15], predict the reaction product. The product is: [CH3:11][C:1]1([CH3:6])[O:17][CH2:16][C:14](=[O:15])[CH2:13][O:12]1. (5) Given the reactants [CH3:1][C:2]#[N:3].C([O-])(C)(C)C.[K+].C[O:11][C:12]([C:14]1[CH:15]=[C:16]([CH:32]=[CH:33][CH:34]=1)[O:17][CH2:18][CH:19]1[CH2:24][CH2:23][N:22]([C:25]([O:27][C:28]([CH3:31])([CH3:30])[CH3:29])=[O:26])[CH2:21][CH2:20]1)=O, predict the reaction product. The product is: [C:2]([CH2:1][C:12]([C:14]1[CH:15]=[C:16]([CH:32]=[CH:33][CH:34]=1)[O:17][CH2:18][CH:19]1[CH2:24][CH2:23][N:22]([C:25]([O:27][C:28]([CH3:29])([CH3:30])[CH3:31])=[O:26])[CH2:21][CH2:20]1)=[O:11])#[N:3].